This data is from NCI-60 drug combinations with 297,098 pairs across 59 cell lines. The task is: Regression. Given two drug SMILES strings and cell line genomic features, predict the synergy score measuring deviation from expected non-interaction effect. (1) Drug 1: CC1=C(C=C(C=C1)NC(=O)C2=CC=C(C=C2)CN3CCN(CC3)C)NC4=NC=CC(=N4)C5=CN=CC=C5. Drug 2: CCN(CC)CCCC(C)NC1=C2C=C(C=CC2=NC3=C1C=CC(=C3)Cl)OC. Cell line: CAKI-1. Synergy scores: CSS=-1.15, Synergy_ZIP=0.636, Synergy_Bliss=4.35, Synergy_Loewe=-7.58, Synergy_HSA=-0.321. (2) Drug 1: C1C(C(OC1N2C=NC3=C(N=C(N=C32)Cl)N)CO)O. Drug 2: CC12CCC3C(C1CCC2O)C(CC4=C3C=CC(=C4)O)CCCCCCCCCS(=O)CCCC(C(F)(F)F)(F)F. Cell line: SR. Synergy scores: CSS=53.1, Synergy_ZIP=-2.88, Synergy_Bliss=-2.73, Synergy_Loewe=-13.7, Synergy_HSA=-0.428. (3) Drug 1: CCC(=C(C1=CC=CC=C1)C2=CC=C(C=C2)OCCN(C)C)C3=CC=CC=C3.C(C(=O)O)C(CC(=O)O)(C(=O)O)O. Drug 2: CC1CCC2CC(C(=CC=CC=CC(CC(C(=O)C(C(C(=CC(C(=O)CC(OC(=O)C3CCCCN3C(=O)C(=O)C1(O2)O)C(C)CC4CCC(C(C4)OC)OCCO)C)C)O)OC)C)C)C)OC. Cell line: NCI-H226. Synergy scores: CSS=3.09, Synergy_ZIP=2.43, Synergy_Bliss=5.58, Synergy_Loewe=-2.84, Synergy_HSA=-1.50. (4) Synergy scores: CSS=4.36, Synergy_ZIP=-4.40, Synergy_Bliss=-4.68, Synergy_Loewe=-3.77, Synergy_HSA=-3.49. Drug 2: C1C(C(OC1N2C=NC(=NC2=O)N)CO)O. Cell line: UO-31. Drug 1: C1=CC(=CC=C1CC(C(=O)O)N)N(CCCl)CCCl.Cl. (5) Drug 1: CC1C(C(CC(O1)OC2CC(CC3=C2C(=C4C(=C3O)C(=O)C5=C(C4=O)C(=CC=C5)OC)O)(C(=O)CO)O)N)O.Cl. Drug 2: C1CCC(CC1)NC(=O)N(CCCl)N=O. Cell line: MOLT-4. Synergy scores: CSS=38.8, Synergy_ZIP=10.00, Synergy_Bliss=14.2, Synergy_Loewe=15.8, Synergy_HSA=15.2. (6) Drug 1: CN(C)N=NC1=C(NC=N1)C(=O)N. Drug 2: C1C(C(OC1N2C=C(C(=O)NC2=O)F)CO)O. Cell line: A498. Synergy scores: CSS=23.8, Synergy_ZIP=-1.46, Synergy_Bliss=-2.77, Synergy_Loewe=-13.0, Synergy_HSA=-2.51. (7) Drug 1: CC1=C(C(CCC1)(C)C)C=CC(=CC=CC(=CC(=O)O)C)C. Drug 2: C1CN(CCN1C(=O)CCBr)C(=O)CCBr. Cell line: IGROV1. Synergy scores: CSS=12.6, Synergy_ZIP=-3.16, Synergy_Bliss=0.432, Synergy_Loewe=-2.20, Synergy_HSA=-1.18. (8) Drug 1: CCCCCOC(=O)NC1=NC(=O)N(C=C1F)C2C(C(C(O2)C)O)O. Drug 2: B(C(CC(C)C)NC(=O)C(CC1=CC=CC=C1)NC(=O)C2=NC=CN=C2)(O)O. Cell line: M14. Synergy scores: CSS=26.8, Synergy_ZIP=0.338, Synergy_Bliss=-2.74, Synergy_Loewe=-56.7, Synergy_HSA=-3.85. (9) Synergy scores: CSS=38.2, Synergy_ZIP=5.55, Synergy_Bliss=8.30, Synergy_Loewe=-36.7, Synergy_HSA=5.04. Drug 1: C1=CC(=C2C(=C1NCCNCCO)C(=O)C3=C(C=CC(=C3C2=O)O)O)NCCNCCO. Drug 2: CN(C)C1=NC(=NC(=N1)N(C)C)N(C)C. Cell line: T-47D.